This data is from Reaction yield outcomes from USPTO patents with 853,638 reactions. The task is: Predict the reaction yield, written as a fraction of the theoretical maximum amount of product (1.0 means a 100% yield; for example, 0.34 means a 34% yield). The reactants are [CH:1]([N:4]1[C:8]([C:9](=[O:11])[CH3:10])=[N:7][CH:6]=[N:5]1)([CH3:3])[CH3:2].[Br-:12].[Br-].[Br-].C1([N+](C)(C)C)C=CC=CC=1.C1([N+](C)(C)C)C=CC=CC=1.C1([N+](C)(C)C)C=CC=CC=1.C(OCC)(=O)C. The catalyst is C(O)(=O)C.C1COCC1.C1CCCCC1. The product is [Br:12][CH2:10][C:9]([C:8]1[N:4]([CH:1]([CH3:3])[CH3:2])[N:5]=[CH:6][N:7]=1)=[O:11]. The yield is 0.360.